From a dataset of NCI-60 drug combinations with 297,098 pairs across 59 cell lines. Regression. Given two drug SMILES strings and cell line genomic features, predict the synergy score measuring deviation from expected non-interaction effect. (1) Drug 2: CC1C(C(CC(O1)OC2CC(CC3=C2C(=C4C(=C3O)C(=O)C5=C(C4=O)C(=CC=C5)OC)O)(C(=O)CO)O)N)O.Cl. Drug 1: CC=C1C(=O)NC(C(=O)OC2CC(=O)NC(C(=O)NC(CSSCCC=C2)C(=O)N1)C(C)C)C(C)C. Cell line: U251. Synergy scores: CSS=50.6, Synergy_ZIP=-0.667, Synergy_Bliss=-1.58, Synergy_Loewe=-13.4, Synergy_HSA=-0.346. (2) Drug 1: CCC1(C2=C(COC1=O)C(=O)N3CC4=CC5=C(C=CC(=C5CN(C)C)O)N=C4C3=C2)O.Cl. Drug 2: C1C(C(OC1N2C=NC(=NC2=O)N)CO)O. Cell line: NCIH23. Synergy scores: CSS=45.1, Synergy_ZIP=-2.48, Synergy_Bliss=1.05, Synergy_Loewe=-4.35, Synergy_HSA=2.93. (3) Drug 1: CS(=O)(=O)C1=CC(=C(C=C1)C(=O)NC2=CC(=C(C=C2)Cl)C3=CC=CC=N3)Cl. Drug 2: CNC(=O)C1=CC=CC=C1SC2=CC3=C(C=C2)C(=NN3)C=CC4=CC=CC=N4. Cell line: DU-145. Synergy scores: CSS=8.05, Synergy_ZIP=2.26, Synergy_Bliss=11.5, Synergy_Loewe=7.46, Synergy_HSA=7.85. (4) Drug 1: C1=CN(C(=O)N=C1N)C2C(C(C(O2)CO)O)O.Cl. Drug 2: C1C(C(OC1N2C=NC(=NC2=O)N)CO)O. Cell line: NCI/ADR-RES. Synergy scores: CSS=47.4, Synergy_ZIP=-2.86, Synergy_Bliss=0.494, Synergy_Loewe=1.55, Synergy_HSA=5.27.